The task is: Predict the reaction yield, written as a fraction of the theoretical maximum amount of product (1.0 means a 100% yield; for example, 0.34 means a 34% yield).. This data is from Reaction yield outcomes from USPTO patents with 853,638 reactions. The reactants are [CH2:1]([C:3]1[NH:4][C:5](=[O:27])[C:6]([CH2:12][C:13]2[CH:18]=[CH:17][C:16]([C:19]3[C:20]([C:25]#[N:26])=[CH:21][CH:22]=[CH:23][CH:24]=3)=[CH:15][CH:14]=2)=[C:7]([CH2:9][CH2:10][CH3:11])[N:8]=1)[CH3:2].[CH3:28][C:29]1([CH3:41])[CH2:33][C:32]2[CH:34]=[C:35](B(O)O)[CH:36]=[CH:37][C:31]=2[O:30]1.N1C=CC=CC=1.C(N(CC)CC)C. The catalyst is C(OCC)(=O)C.C([O-])(=O)C.[Cu+2].C([O-])(=O)C.ClCCl. The product is [CH3:28][C:29]1([CH3:41])[CH2:33][C:32]2[CH:34]=[C:35]([N:4]3[C:5](=[O:27])[C:6]([CH2:12][C:13]4[CH:18]=[CH:17][C:16]([C:19]5[C:20]([C:25]#[N:26])=[CH:21][CH:22]=[CH:23][CH:24]=5)=[CH:15][CH:14]=4)=[C:7]([CH2:9][CH2:10][CH3:11])[N:8]=[C:3]3[CH2:1][CH3:2])[CH:36]=[CH:37][C:31]=2[O:30]1. The yield is 0.800.